This data is from Catalyst prediction with 721,799 reactions and 888 catalyst types from USPTO. The task is: Predict which catalyst facilitates the given reaction. (1) Reactant: [CH3:1][O:2][C:3]1[C:12]([CH3:13])=[CH:11][CH:10]=[C:9]2[C:4]=1[CH2:5][C@@H:6]([CH:18]1[CH2:23][CH2:22][NH:21][CH2:20][CH2:19]1)[O:7][C@H:8]2[CH2:14][NH:15][CH:16]=[O:17].[CH:24](=O)[C:25]1[CH:30]=[CH:29][CH:28]=[CH:27][CH:26]=1.ClC(Cl)C.C(O[BH-](OC(=O)C)OC(=O)C)(=O)C.[Na+].[OH-].[Na+]. Product: [CH2:24]([N:21]1[CH2:20][CH2:19][CH:18]([C@@H:6]2[CH2:5][C:4]3[C:9](=[CH:10][CH:11]=[C:12]([CH3:13])[C:3]=3[O:2][CH3:1])[C@H:8]([CH2:14][NH:15][CH:16]=[O:17])[O:7]2)[CH2:23][CH2:22]1)[C:25]1[CH:30]=[CH:29][CH:28]=[CH:27][CH:26]=1. The catalyst class is: 211. (2) Reactant: [CH3:1][C@H:2]1[NH:7][C@@H:6]([CH3:8])[CH2:5][N:4]([C:9]2[CH:14]=[CH:13][C:12]([O:15][CH3:16])=[C:11]([N+:17]([O-])=O)[CH:10]=2)[CH2:3]1. Product: [CH3:8][C@H:6]1[NH:7][C@@H:2]([CH3:1])[CH2:3][N:4]([C:9]2[CH:14]=[CH:13][C:12]([O:15][CH3:16])=[C:11]([CH:10]=2)[NH2:17])[CH2:5]1. The catalyst class is: 29. (3) Reactant: [C:1]([O:5][C:6](=[O:38])[NH:7][C:8]1[C:16]2[C:11](=[CH:12][CH:13]=[CH:14][CH:15]=2)[C:10]([C:31]2[CH:36]=[CH:35][CH:34]=[C:33]([Br:37])[CH:32]=2)([C:17]2[CH:22]=[CH:21][C:20]([O:23][Si](C(C)(C)C)(C)C)=[CH:19][CH:18]=2)[N:9]=1)([CH3:4])([CH3:3])[CH3:2].[F-].C([N+](CCCC)(CCCC)CCCC)CCC. Product: [C:1]([O:5][C:6](=[O:38])[NH:7][C:8]1[C:16]2[C:11](=[CH:12][CH:13]=[CH:14][CH:15]=2)[C:10]([C:31]2[CH:36]=[CH:35][CH:34]=[C:33]([Br:37])[CH:32]=2)([C:17]2[CH:22]=[CH:21][C:20]([OH:23])=[CH:19][CH:18]=2)[N:9]=1)([CH3:4])([CH3:2])[CH3:3]. The catalyst class is: 7. (4) Reactant: [C:1]([O:5][C:6](=[O:34])[NH:7][C:8]1([C:12]2[CH:17]=[CH:16][C:15]([C:18]3[N:19]=[C:20]4[CH:25]=[C:24](Br)[CH:23]=[CH:22][N:21]4[C:27]=3[C:28]3[CH:33]=[CH:32][CH:31]=[CH:30][CH:29]=3)=[CH:14][CH:13]=2)[CH2:11][CH2:10][CH2:9]1)([CH3:4])([CH3:3])[CH3:2].[CH:35]1(B(O)O)[CH2:37][CH2:36]1.[O-]P([O-])([O-])=O.[K+].[K+].[K+]. Product: [C:1]([O:5][C:6](=[O:34])[NH:7][C:8]1([C:12]2[CH:17]=[CH:16][C:15]([C:18]3[N:19]=[C:20]4[CH:25]=[C:24]([CH:35]5[CH2:37][CH2:36]5)[CH:23]=[CH:22][N:21]4[C:27]=3[C:28]3[CH:33]=[CH:32][CH:31]=[CH:30][CH:29]=3)=[CH:14][CH:13]=2)[CH2:11][CH2:10][CH2:9]1)([CH3:4])([CH3:3])[CH3:2]. The catalyst class is: 109. (5) Product: [CH3:21][O:20][CH:17]([O:18][CH3:19])[C:16]1[N:15]=[C:14]2[C:9]([CH2:10][CH2:11][CH2:12][NH:13]2)=[CH:8][C:7]=1[CH:4]1[CH2:3][CH2:2][O:1][CH2:6][CH2:5]1. The catalyst class is: 358. Reactant: [O:1]1[CH2:6][CH:5]=[C:4]([C:7]2[CH:8]=[C:9]3[C:14](=[N:15][C:16]=2[CH:17]([O:20][CH3:21])[O:18][CH3:19])[NH:13][CH2:12][CH2:11][CH2:10]3)[CH2:3][CH2:2]1.[H][H]. (6) Reactant: [Cl:1][C:2]1[C:3]([CH2:8][NH:9][C:10](=O)[CH3:11])=[N:4][CH:5]=[CH:6][N:7]=1.P(Cl)(Cl)(Cl)=O. Product: [Cl:1][C:2]1[C:3]2[N:4]([C:10]([CH3:11])=[N:9][CH:8]=2)[CH:5]=[CH:6][N:7]=1. The catalyst class is: 10. (7) Reactant: [F:1][C:2]1[CH:7]=[CH:6][N:5]2[N:8]=[C:9]([CH2:12][OH:13])[C:10]([I:11])=[C:4]2[CH:3]=1.N1C=CN=C1.[Si:19](Cl)([C:22]([CH3:25])([CH3:24])[CH3:23])([CH3:21])[CH3:20]. The catalyst class is: 4. Product: [Si:19]([O:13][CH2:12][C:9]1[C:10]([I:11])=[C:4]2[CH:3]=[C:2]([F:1])[CH:7]=[CH:6][N:5]2[N:8]=1)([C:22]([CH3:25])([CH3:24])[CH3:23])([CH3:21])[CH3:20]. (8) Product: [CH:1]([N:14]1[CH2:15][CH:16]([C:18]([O:20][CH3:21])=[O:19])[CH2:17]1)([C:8]1[CH:13]=[CH:12][CH:11]=[CH:10][CH:9]=1)[C:2]1[CH:3]=[CH:4][CH:5]=[CH:6][CH:7]=1. The catalyst class is: 9. Reactant: [CH:1]([N:14]1[CH2:17][CH:16]([C:18]([OH:20])=[O:19])[CH2:15]1)([C:8]1[CH:13]=[CH:12][CH:11]=[CH:10][CH:9]=1)[C:2]1[CH:7]=[CH:6][CH:5]=[CH:4][CH:3]=1.[C:21](=O)([O-])[O-].[K+].[K+].IC. (9) Reactant: [C:1]([O:5][C:6]([N:8]1[CH2:13][CH2:12][CH:11]([S:14][C:15]2[N:20]=[CH:19][N:18]=[C:17]3[N:21](C4C=CC(S(C)(=O)=O)=CC=4F)[N:22]=[CH:23][C:16]=23)[CH2:10][CH2:9]1)=[O:7])([CH3:4])([CH3:3])C.Cl.Cl.[F:37][C:38]1[CH:43]=[C:42]([S:44]([CH3:47])(=[O:46])=[O:45])[CH:41]=[CH:40][C:39]=1N1C2=NC=NC(SC3CCNCC3)=C2C=N1.C(N(CC)CC)C.ClC(OC(C)C)=O. Product: [CH:1]([O:5][C:6]([N:8]1[CH2:13][CH2:12][CH:11]([SH:14]([C:39]2[CH:40]=[CH:41][C:42]([S:44]([CH3:47])(=[O:46])=[O:45])=[CH:43][C:38]=2[F:37])[C:15]2[N:20]=[CH:19][N:18]=[C:17]3[NH:21][N:22]=[CH:23][C:16]=23)[CH2:10][CH2:9]1)=[O:7])([CH3:3])[CH3:4]. The catalyst class is: 575.